From a dataset of Forward reaction prediction with 1.9M reactions from USPTO patents (1976-2016). Predict the product of the given reaction. (1) Given the reactants [NH2:1][C:2]1[N:3]=[CH:4][C:5]([C:22]2[CH:27]=[CH:26][C:25]([S:28]([CH:31]([CH3:35])[CH2:32]CO)(=[O:30])=[O:29])=[CH:24][CH:23]=2)=[N:6][C:7]=1[C:8]1[O:9][C:10](C2C=CC(CNC)=CC=2)=[N:11][N:12]=1.[NH2:36][CH2:37][C:38]1[CH:39]=[C:40](C2OC(C3C(N)=NC=C(C4C=CC=CC=4S(C)=O)N=3)=NN=2)[CH:41]=[CH:42][CH:43]=1.FC1C=C(C2N=C(C3OC(C4C=CC(CNC)=CC=4F)=NN=3)C(N)=NC=2)C=CC=1S(C(C)C)(=O)=O.ClC1C=C(C2N=C(C3OC(C4C=CC(CNC)=CC=4F)=NN=3)C(N)=NC=2)C=CC=1S(C(C)C)(=O)=O.NC1N=CC(C2C=CC(S(C(C)CCO)(=O)=O)=CC=2)=NC=1C1OC(C2C=CC(CNC)=CC=2F)=NN=1, predict the reaction product. The product is: [NH2:36][CH2:37][C:38]1[CH:43]=[C:42]([C:10]2[O:9][C:8]([C:7]3[C:2]([NH2:1])=[N:3][CH:4]=[C:5]([C:22]4[CH:23]=[CH:24][C:25]([S:28]([CH:31]([CH3:32])[CH3:35])(=[O:30])=[O:29])=[CH:26][CH:27]=4)[N:6]=3)=[N:12][N:11]=2)[CH:41]=[CH:40][CH:39]=1. (2) Given the reactants [C:1]([NH:8][CH2:9][C:10]1[CH:18]=[CH:17][C:13]([C:14]([OH:16])=[O:15])=[CH:12][CH:11]=1)([O:3][C:4]([CH3:7])([CH3:6])[CH3:5])=[O:2].C([O-])([O-])=O.[Cs+].[Cs+].[CH2:25](Br)[C:26]1[CH:31]=[CH:30][CH:29]=[CH:28][CH:27]=1, predict the reaction product. The product is: [CH2:25]([O:15][C:14](=[O:16])[C:13]1[CH:12]=[CH:11][C:10]([CH2:9][NH:8][C:1]([O:3][C:4]([CH3:7])([CH3:6])[CH3:5])=[O:2])=[CH:18][CH:17]=1)[C:26]1[CH:31]=[CH:30][CH:29]=[CH:28][CH:27]=1. (3) Given the reactants [CH2:1]([C:3]1[CH:29]=[CH:28][CH:27]=[CH:26][C:4]=1[O:5][C:6]1[CH:11]=[CH:10][CH:9]=[CH:8][C:7]=1[C@:12]([C@@H:20]1[CH2:25][CH2:24][CH2:23][NH:22][CH2:21]1)([OH:19])[CH2:13][CH2:14][CH2:15][CH2:16][O:17][CH3:18])[CH3:2].[N+](C1C=CC([O:37][C:38]([NH:40][C@H:41]([CH2:48][N:49]([CH3:59])[C:50]([O:52][CH2:53][CH2:54][Si:55]([CH3:58])([CH3:57])[CH3:56])=[O:51])[CH2:42][O:43][Si](C)(C)C)=O)=CC=1)([O-])=O.CCN(C(C)C)C(C)C, predict the reaction product. The product is: [CH2:1]([C:3]1[CH:29]=[CH:28][CH:27]=[CH:26][C:4]=1[O:5][C:6]1[CH:11]=[CH:10][CH:9]=[CH:8][C:7]=1[C@:12]([C@@H:20]1[CH2:25][CH2:24][CH2:23][N:22]([C:38]([NH:40][C@H:41]([CH2:48][N:49]([CH3:59])[C:50]([O:52][CH2:53][CH2:54][Si:55]([CH3:58])([CH3:57])[CH3:56])=[O:51])[CH2:42][OH:43])=[O:37])[CH2:21]1)([OH:19])[CH2:13][CH2:14][CH2:15][CH2:16][O:17][CH3:18])[CH3:2]. (4) Given the reactants [NH2:1][C:2]1[CH:14]=[CH:13][C:12]2[C:11]3[C:6](=[CH:7][CH:8]=[CH:9][CH:10]=3)[C:5](=[O:15])[C:4]=2[CH:3]=1.[S:16]1[CH:20]=[C:19]([C:21]([OH:23])=O)[N:18]=[CH:17]1.F[B-](F)(F)F.N1(O[C:39]([N:43](C)C)=[N+:40](C)C)C2C=CC=CC=2N=N1.C([N:49](CC)C(C)C)(C)C, predict the reaction product. The product is: [NH2:40][C:39]([NH:43][C:17]1[S:16][CH:20]=[C:19]([C:21]([NH:1][C:2]2[CH:14]=[CH:13][C:12]3[C:11]4[C:6](=[CH:7][CH:8]=[CH:9][CH:10]=4)[C:5](=[O:15])[C:4]=3[CH:3]=2)=[O:23])[N:18]=1)=[NH:49]. (5) Given the reactants Cl.[CH3:2][C:3]([CH3:35])([CH2:33][CH3:34])[CH2:4][C:5]1[N:6]=[C:7]([C:16]([OH:32])([CH3:31])[CH2:17][C:18]2[CH:23]=[CH:22][C:21]([C:24]3[CH:29]=[CH:28][C:27]([F:30])=[CH:26][N:25]=3)=[CH:20][CH:19]=2)[N:8](S(N(C)C)(=O)=O)[CH:9]=1, predict the reaction product. The product is: [CH3:2][C:3]([CH3:35])([CH2:33][CH3:34])[CH2:4][C:5]1[N:6]=[C:7]([C:16]([OH:32])([CH3:31])[CH2:17][C:18]2[CH:23]=[CH:22][C:21]([C:24]3[CH:29]=[CH:28][C:27]([F:30])=[CH:26][N:25]=3)=[CH:20][CH:19]=2)[NH:8][CH:9]=1. (6) Given the reactants [OH:1][CH:2]([CH3:25])[CH2:3][NH:4][C:5]([C:7]1[C:8]([C:21]([F:24])([F:23])[F:22])=[N:9][C:10]([NH:13][C:14]2[CH:19]=[CH:18][CH:17]=[C:16]([Cl:20])[CH:15]=2)=[N:11][CH:12]=1)=[O:6].C(N(CC)CC)C, predict the reaction product. The product is: [O:1]=[C:2]([CH3:25])[CH2:3][NH:4][C:5]([C:7]1[C:8]([C:21]([F:22])([F:24])[F:23])=[N:9][C:10]([NH:13][C:14]2[CH:19]=[CH:18][CH:17]=[C:16]([Cl:20])[CH:15]=2)=[N:11][CH:12]=1)=[O:6]. (7) Given the reactants [CH3:1][C:2]1[CH:7]=[CH:6][CH:5]=[C:4]([O:8][CH3:9])[C:3]=1[O:10][CH3:11].[Cl:12]CCOCCCl, predict the reaction product. The product is: [CH3:11][O:10][C:3]1[C:4]([O:8][CH3:9])=[CH:5][CH:6]=[C:7]([Cl:12])[C:2]=1[CH3:1].